Dataset: Peptide-MHC class I binding affinity with 185,985 pairs from IEDB/IMGT. Task: Regression. Given a peptide amino acid sequence and an MHC pseudo amino acid sequence, predict their binding affinity value. This is MHC class I binding data. (1) The peptide sequence is LTPLCIAMR. The MHC is Mamu-A01 with pseudo-sequence Mamu-A01. The binding affinity (normalized) is 0.597. (2) The peptide sequence is AITAASLPK. The MHC is HLA-A11:01 with pseudo-sequence HLA-A11:01. The binding affinity (normalized) is 0.454. (3) The peptide sequence is RVYPNPEVY. The MHC is SLA-30401 with pseudo-sequence SLA-30401. The binding affinity (normalized) is 0.0847.